From a dataset of CYP1A2 inhibition data for predicting drug metabolism from PubChem BioAssay. Regression/Classification. Given a drug SMILES string, predict its absorption, distribution, metabolism, or excretion properties. Task type varies by dataset: regression for continuous measurements (e.g., permeability, clearance, half-life) or binary classification for categorical outcomes (e.g., BBB penetration, CYP inhibition). Dataset: cyp1a2_veith. (1) The compound is NCCCCN. The result is 0 (non-inhibitor). (2) The molecule is O=[As](O)(O)c1ccc([As](=O)(O)O)cc1. The result is 0 (non-inhibitor). (3) The drug is Nc1ccc(S(=O)(=O)NCc2nccs2)cc1. The result is 0 (non-inhibitor). (4) The drug is NC(=S)N/N=C/c1ccccc1OCc1cccc(Cl)c1. The result is 1 (inhibitor). (5) The compound is N=C(N)SCCc1ccc(OCc2ccc([N+](=O)[O-])cc2)cc1. The result is 1 (inhibitor).